Predict the reaction yield, written as a fraction of the theoretical maximum amount of product (1.0 means a 100% yield; for example, 0.34 means a 34% yield). From a dataset of Reaction yield outcomes from USPTO patents with 853,638 reactions. (1) The reactants are [C:1]1([C:7]2[NH:11][CH:10]=[C:9]([CH:12]=[O:13])[CH:8]=2)[CH:6]=[CH:5][CH:4]=[CH:3][CH:2]=1.[H-].[Na+].C1OCCOCCOCCOCCOC1.Cl[S:32]([C:35]1[CH:44]=[CH:43][CH:42]=[CH:41][C:36]=1[C:37]([O:39][CH3:40])=[O:38])(=[O:34])=[O:33]. No catalyst specified. The product is [CH:12]([C:9]1[CH:8]=[C:7]([C:1]2[CH:6]=[CH:5][CH:4]=[CH:3][CH:2]=2)[N:11]([S:32]([C:35]2[CH:44]=[CH:43][CH:42]=[CH:41][C:36]=2[C:37]([O:39][CH3:40])=[O:38])(=[O:34])=[O:33])[CH:10]=1)=[O:13]. The yield is 0.600. (2) The reactants are [CH2:1]([O:3][C:4]([C:6]1[CH:7]=[C:8]2[C:13](=[CH:14][CH:15]=1)[NH:12][CH:11]([C:16]1[CH:21]=[CH:20][CH:19]=C(NC)[CH:17]=1)[C:10]([CH3:25])([CH3:24])[CH2:9]2)=[O:5])[CH3:2].[N:26]1[CH:31]=CC=C[CH:27]=1.[CH3:32][N:33]([CH3:37])[C:34](Cl)=[O:35]. The catalyst is ClCCl. The product is [CH2:1]([O:3][C:4]([C:6]1[CH:7]=[C:8]2[C:13](=[CH:14][CH:15]=1)[NH:12][CH:11]([C:16]1[CH:21]=[CH:20][CH:19]=[C:32]([N:33]([CH3:37])[C:34]([N:26]([CH3:31])[CH3:27])=[O:35])[CH:17]=1)[C:10]([CH3:24])([CH3:25])[CH2:9]2)=[O:5])[CH3:2]. The yield is 1.00.